This data is from Reaction yield outcomes from USPTO patents with 853,638 reactions. The task is: Predict the reaction yield, written as a fraction of the theoretical maximum amount of product (1.0 means a 100% yield; for example, 0.34 means a 34% yield). (1) The reactants are C(OC(=O)[NH:7][CH2:8][C:9]([N:11]1[CH2:20][CH2:19][C:18]2[C:13](=[C:14]([N:23]3[CH2:28][CH2:27][N:26]([CH3:29])[CH2:25][CH2:24]3)[CH:15]=[CH:16][C:17]=2[O:21][CH3:22])[CH2:12]1)=[O:10])(C)(C)C.C(O)(C(F)(F)F)=O. The catalyst is C(Cl)Cl. The product is [NH2:7][CH2:8][C:9]([N:11]1[CH2:20][CH2:19][C:18]2[C:13](=[C:14]([N:23]3[CH2:24][CH2:25][N:26]([CH3:29])[CH2:27][CH2:28]3)[CH:15]=[CH:16][C:17]=2[O:21][CH3:22])[CH2:12]1)=[O:10]. The yield is 1.00. (2) The reactants are [Br:1][C:2]1[CH:13]=[CH:12][C:5]2[O:6][CH2:7][CH2:8][CH2:9][C:10](=[O:11])[C:4]=2[CH:3]=1.C1CCCCC1.CO[CH:22](OC)[N:23]([CH3:25])[CH3:24]. No catalyst specified. The product is [Br:1][C:2]1[CH:13]=[CH:12][C:5]2[O:6][CH2:7][CH2:8]/[C:9](=[CH:22]\[N:23]([CH3:25])[CH3:24])/[C:10](=[O:11])[C:4]=2[CH:3]=1. The yield is 0.670. (3) The reactants are C(O[C:6](=O)[N:7]([CH2:9][CH2:10][CH2:11][C:12]1([CH3:38])[CH2:21][C:20]2[C:15](=[CH:16][CH:17]=[C:18]([C:22]3[CH:27]=[CH:26][CH:25]=[CH:24][CH:23]=3)[CH:19]=2)[N:14](CC2C=CC(OC)=CC=2)[C:13]1=[O:37])C)(C)(C)C.C1(OC)C=CC=CC=1. The catalyst is FC(F)(F)C(O)=O. The product is [CH3:38][C:12]1([CH2:11][CH2:10][CH2:9][NH:7][CH3:6])[CH2:21][C:20]2[C:15](=[CH:16][CH:17]=[C:18]([C:22]3[CH:23]=[CH:24][CH:25]=[CH:26][CH:27]=3)[CH:19]=2)[NH:14][C:13]1=[O:37]. The yield is 1.00. (4) The reactants are C([NH:5][S:6]([C:9]1[S:10][C:11]([C:14]2[CH:19]=[CH:18][CH:17]=[C:16]([C:20]3[N:25]=[C:24]([C:26]4[CH:31]=[CH:30][C:29]([Cl:32])=[CH:28][CH:27]=4)[CH:23]=[C:22]([C:33]([F:36])([F:35])[F:34])[N:21]=3)[CH:15]=2)=[CH:12][CH:13]=1)(=[O:8])=[O:7])(C)(C)C.C(O)(C(F)(F)F)=O. The catalyst is ClCCl. The product is [Cl:32][C:29]1[CH:28]=[CH:27][C:26]([C:24]2[CH:23]=[C:22]([C:33]([F:35])([F:36])[F:34])[N:21]=[C:20]([C:16]3[CH:15]=[C:14]([C:11]4[S:10][C:9]([S:6]([NH2:5])(=[O:8])=[O:7])=[CH:13][CH:12]=4)[CH:19]=[CH:18][CH:17]=3)[N:25]=2)=[CH:31][CH:30]=1. The yield is 0.750. (5) The reactants are C[O:2][C:3]1[CH:4]=[C:5]([C:10]2[CH:15]=[CH:14][C:13]([C:16]([F:19])([F:18])[F:17])=[CH:12][CH:11]=2)[CH:6]=[CH:7][C:8]=1[NH2:9].C(=O)([O-])[O-].[K+].[K+].C1(S)C=CC=CC=1. The catalyst is CN1CCCC1=O.C(OCC)(=O)C. The product is [NH2:9][C:8]1[CH:7]=[CH:6][C:5]([C:10]2[CH:11]=[CH:12][C:13]([C:16]([F:17])([F:18])[F:19])=[CH:14][CH:15]=2)=[CH:4][C:3]=1[OH:2]. The yield is 0.820. (6) The reactants are [CH3:1][C:2]1[N:7]([CH2:8][C:9]2[C:17]3[C:12](=[CH:13][CH:14]=[CH:15][CH:16]=3)[N:11]([CH3:18])[N:10]=2)[C:6](=[O:19])[C:5]([CH2:20][C:21]2[CH:26]=[CH:25][C:24]([C:27]3[CH:32]=[CH:31][CH:30]=[CH:29][C:28]=3[C:33]3[NH:37][C:36](=[O:38])[O:35][N:34]=3)=[CH:23][CH:22]=2)=[C:4]([CH2:39][CH2:40][CH3:41])[N:3]=1.[ClH:42].C(OCC)(=O)C. The catalyst is C(OCC)(=O)C. The product is [ClH:42].[CH3:1][C:2]1[N:7]([CH2:8][C:9]2[C:17]3[C:12](=[CH:13][CH:14]=[CH:15][CH:16]=3)[N:11]([CH3:18])[N:10]=2)[C:6](=[O:19])[C:5]([CH2:20][C:21]2[CH:26]=[CH:25][C:24]([C:27]3[CH:32]=[CH:31][CH:30]=[CH:29][C:28]=3[C:33]3[NH:37][C:36](=[O:38])[O:35][N:34]=3)=[CH:23][CH:22]=2)=[C:4]([CH2:39][CH2:40][CH3:41])[N:3]=1. The yield is 0.830. (7) The reactants are S(Cl)([Cl:3])=O.[CH2:5]([N:7]([CH2:11]CO)[CH2:8][CH2:9]O)[CH3:6].C(=O)([O-])O.[Na+].Cl[CH2:20][Cl:21]. No catalyst specified. The product is [Cl:3][CH2:9][CH2:8][N:7]([CH2:11][CH2:20][Cl:21])[CH2:5][CH3:6]. The yield is 0.760.